Dataset: Reaction yield outcomes from USPTO patents with 853,638 reactions. Task: Predict the reaction yield, written as a fraction of the theoretical maximum amount of product (1.0 means a 100% yield; for example, 0.34 means a 34% yield). (1) The reactants are [Br:1][C:2]1[CH:8]=[C:7]([CH3:9])[CH:6]=[C:5]([CH3:10])[C:3]=1[NH2:4].[F:11][C:12]1[CH:17]=[CH:16][C:15]([CH2:18][C:19](Cl)=[O:20])=[CH:14][CH:13]=1. The catalyst is C(#N)C. The product is [Br:1][C:2]1[CH:8]=[C:7]([CH3:9])[CH:6]=[C:5]([CH3:10])[C:3]=1[NH:4][C:19](=[O:20])[CH2:18][C:15]1[CH:16]=[CH:17][C:12]([F:11])=[CH:13][CH:14]=1. The yield is 0.660. (2) The reactants are I[CH2:2][CH2:3][CH2:4][CH2:5][CH:6]1[CH2:9][N:8]([C:10]([O:12][C:13]([CH3:16])([CH3:15])[CH3:14])=[O:11])[CH2:7]1.[N-:17]=[N+:18]=[N-:19].[Na+].O. The catalyst is CS(C)=O. The product is [N:17]([CH2:2][CH2:3][CH2:4][CH2:5][CH:6]1[CH2:9][N:8]([C:10]([O:12][C:13]([CH3:16])([CH3:15])[CH3:14])=[O:11])[CH2:7]1)=[N+:18]=[N-:19]. The yield is 0.880. (3) The reactants are C[O:2][C:3](=[O:45])[CH2:4][C@H:5]([OH:44])[CH2:6][C@H:7]([OH:43])[CH2:8][CH2:9][C:10]1[N:11]([CH:40]([CH3:42])[CH3:41])[C:12]([C:29](=[O:39])[NH:30][C:31]2[CH:36]=[CH:35][CH:34]=[C:33]([O:37][CH3:38])[CH:32]=2)=[C:13]([C:22]2[CH:27]=[CH:26][C:25]([F:28])=[CH:24][CH:23]=2)[C:14]=1[C:15]1[CH:20]=[CH:19][C:18]([F:21])=[CH:17][CH:16]=1.C(O)C.O.[OH-].[Na+:51]. The catalyst is CO.C(Cl)Cl. The product is [Na+:51].[F:21][C:18]1[CH:17]=[CH:16][C:15]([C:14]2[C:13]([C:22]3[CH:27]=[CH:26][C:25]([F:28])=[CH:24][CH:23]=3)=[C:12]([C:29](=[O:39])[NH:30][C:31]3[CH:36]=[CH:35][CH:34]=[C:33]([O:37][CH3:38])[CH:32]=3)[N:11]([CH:40]([CH3:42])[CH3:41])[C:10]=2[CH2:9][CH2:8][C@@H:7]([OH:43])[CH2:6][C@@H:5]([OH:44])[CH2:4][C:3]([O-:45])=[O:2])=[CH:20][CH:19]=1. The yield is 1.00. (4) The reactants are [F:1][C:2]1[CH:7]=[CH:6][CH:5]=[CH:4][C:3]=1[N:8]1[C:13]2[CH:14]=[CH:15][CH:16]=[CH:17][C:12]=2[CH2:11][N:10]([CH2:18][CH2:19][C@H:20]2[CH2:22][O:21]2)[S:9]1(=[O:24])=[O:23].C(O)C.[CH3:28][NH2:29]. No catalyst specified. The product is [F:1][C:2]1[CH:7]=[CH:6][CH:5]=[CH:4][C:3]=1[N:8]1[C:13]2[CH:14]=[CH:15][CH:16]=[CH:17][C:12]=2[CH2:11][N:10]([CH2:18][CH2:19][C@H:20]([OH:21])[CH2:22][NH:29][CH3:28])[S:9]1(=[O:23])=[O:24]. The yield is 0.800.